The task is: Predict the product of the given reaction.. This data is from Forward reaction prediction with 1.9M reactions from USPTO patents (1976-2016). (1) The product is: [CH2:20]([O:22][C:23]([C:25]1[CH:30]=[CH:29][C:28]([C:31]2[CH:36]=[CH:35][CH:34]=[C:33]([CH2:37][Br:19])[CH:32]=2)=[CH:27][CH:26]=1)=[O:24])[CH3:21]. Given the reactants C(OC(C1C=C(C2C=CC(C[Br:19])=CC=2)C=CC=1)=O)C.[CH2:20]([O:22][C:23]([C:25]1[CH:30]=[CH:29][C:28]([C:31]2[CH:36]=[CH:35][CH:34]=[C:33]([CH3:37])[CH:32]=2)=[CH:27][CH:26]=1)=[O:24])[CH3:21].BrN1C(=O)CCC1=O, predict the reaction product. (2) Given the reactants [Br:1][C:2]1[CH:3]=[C:4]2[C:9](=[CH:10][N:11]=1)[N:8]([CH2:12][C@H:13]1[CH2:17][CH2:16][NH:15][CH2:14]1)[CH:7]=[C:6]([C:18]([O:20][CH2:21][CH3:22])=[O:19])[C:5]2=[O:23].I[CH2:25][CH2:26][CH3:27].C(=O)([O-])[O-].[K+].[K+], predict the reaction product. The product is: [Br:1][C:2]1[CH:3]=[C:4]2[C:9](=[CH:10][N:11]=1)[N:8]([CH2:12][C@H:13]1[CH2:17][CH2:16][N:15]([CH2:25][CH2:26][CH3:27])[CH2:14]1)[CH:7]=[C:6]([C:18]([O:20][CH2:21][CH3:22])=[O:19])[C:5]2=[O:23]. (3) Given the reactants Cl[CH2:2][C:3]1[N:4]=[CH:5][S:6][C:7]=1/[CH:8]=[CH:9]\[S:10][C:11]([C:24]1[CH:29]=[CH:28][CH:27]=[CH:26][CH:25]=1)([C:18]1[CH:23]=[CH:22][CH:21]=[CH:20][CH:19]=1)[C:12]1[CH:17]=[CH:16][CH:15]=[CH:14][CH:13]=1.[CH2:30]([OH:34])[CH2:31][CH2:32][OH:33], predict the reaction product. The product is: [OH:33][CH2:32][CH2:31][CH2:30][O:34][CH2:2][C:3]1[N:4]=[CH:5][S:6][C:7]=1/[CH:8]=[CH:9]\[S:10][C:11]([C:24]1[CH:29]=[CH:28][CH:27]=[CH:26][CH:25]=1)([C:18]1[CH:23]=[CH:22][CH:21]=[CH:20][CH:19]=1)[C:12]1[CH:17]=[CH:16][CH:15]=[CH:14][CH:13]=1. (4) Given the reactants [CH3:1][NH:2][CH2:3][CH2:4][C:5]1[CH:10]=[CH:9][C:8]([C:11]2[N:15]=[CH:14][N:13]([C:16]3[CH:21]=[CH:20][C:19]([O:22][C:23]([F:26])([F:25])[F:24])=[CH:18][CH:17]=3)[N:12]=2)=[CH:7][CH:6]=1.[N+](C1C=CC([CH:36]2[S:40]/[C:39](=[N:41]\[C:42](=[O:44])[O-])/[N:38]([C:45]3[CH:50]=[C:49]([CH3:51])[CH:48]=[CH:47][C:46]=3[CH:52]([CH3:54])[CH3:53])[C:37]2=[O:55])=CC=1)([O-])=O, predict the reaction product. The product is: [CH:52]([C:46]1[CH:47]=[CH:48][C:49]([CH3:51])=[CH:50][C:45]=1[N:38]1[C:37](=[O:55])[CH2:36][S:40]/[C:39]/1=[N:41]\[C:42](=[O:44])[N:2]([CH3:1])[CH2:3][CH2:4][C:5]1[CH:10]=[CH:9][C:8]([C:11]2[N:15]=[CH:14][N:13]([C:16]3[CH:21]=[CH:20][C:19]([O:22][C:23]([F:24])([F:26])[F:25])=[CH:18][CH:17]=3)[N:12]=2)=[CH:7][CH:6]=1)([CH3:53])[CH3:54]. (5) Given the reactants [NH2:1][C:2]1[C:3](Br)=[C:4]([CH:8]=[C:9]([F:11])[CH:10]=1)[C:5]([O-:7])=[O:6].[H][H].[CH3:15]O, predict the reaction product. The product is: [NH2:1][C:2]1[CH:3]=[C:4]([CH:8]=[C:9]([F:11])[CH:10]=1)[C:5]([O:7][CH3:15])=[O:6].